Task: Predict the reaction yield, written as a fraction of the theoretical maximum amount of product (1.0 means a 100% yield; for example, 0.34 means a 34% yield).. Dataset: Reaction yield outcomes from USPTO patents with 853,638 reactions (1) The reactants are C1(C2C=CC=CC=2)C=CC(OCC2OC(C(O)=O)=CC=2)=CC=1.Cl.[C:24]([O:28][C:29](=[O:35])[C@H:30]1[CH2:34][CH2:33][CH2:32][NH:31]1)([CH3:27])([CH3:26])[CH3:25].Cl.C(N=C=NCCCN(C)C)C. The catalyst is O1CCCC1. The product is [C:24]([O:28][C:29]([CH:30]1[CH2:34][CH2:33][CH2:32][NH:31]1)=[O:35])([CH3:27])([CH3:25])[CH3:26]. The yield is 0.560. (2) The reactants are [CH2:1]([O:8][C:9]1[C:14]([CH2:15][N:16]2[CH2:25][CH2:24][C:23]3[C:18](=[C:19]([Cl:28])[C:20](Br)=[CH:21][C:22]=3[Cl:26])[C:17]2=[O:29])=[C:13]([CH3:30])[CH:12]=[C:11]([CH3:31])[N:10]=1)[C:2]1[CH:7]=[CH:6][CH:5]=[CH:4][CH:3]=1.B1(/C(/CC)=C/CC)O[C:39]2[C:34](=[CH:35][CH:36]=[CH:37][CH:38]=2)O1.[F-].[Cs+]. The catalyst is O1CCOCC1.O.C1C=CC([P]([Pd]([P](C2C=CC=CC=2)(C2C=CC=CC=2)C2C=CC=CC=2)([P](C2C=CC=CC=2)(C2C=CC=CC=2)C2C=CC=CC=2)[P](C2C=CC=CC=2)(C2C=CC=CC=2)C2C=CC=CC=2)(C2C=CC=CC=2)C2C=CC=CC=2)=CC=1. The product is [CH2:1]([O:8][C:9]1[C:14]([CH2:15][N:16]2[CH2:25][CH2:24][C:23]3[C:18](=[C:19]([Cl:28])[C:20](/[C:34](=[CH:35]/[CH2:36][CH3:37])/[CH2:39][CH3:38])=[CH:21][C:22]=3[Cl:26])[C:17]2=[O:29])=[C:13]([CH3:30])[CH:12]=[C:11]([CH3:31])[N:10]=1)[C:2]1[CH:7]=[CH:6][CH:5]=[CH:4][CH:3]=1. The yield is 0.745. (3) The reactants are Br[C:2]1[CH:10]=[C:9]2[C:5]([CH:6]=[CH:7][N:8]2[CH3:11])=[CH:4][CH:3]=1.[F:12][C:13]([F:24])([F:23])[C:14]1[CH:19]=[CH:18][C:17](B(O)O)=[CH:16][CH:15]=1.C(=O)([O-])[O-].[Na+].[Na+]. The product is [F:12][C:13]([F:24])([F:23])[C:14]1[CH:19]=[CH:18][C:17]([C:2]2[CH:10]=[C:9]3[C:5]([CH:6]=[CH:7][N:8]3[CH3:11])=[CH:4][CH:3]=2)=[CH:16][CH:15]=1. The yield is 0.510. The catalyst is O.C(O)C.C1(C)C=CC=CC=1.[Pd].C1(P(C2C=CC=CC=2)C2C=CC=CC=2)C=CC=CC=1.C1(P(C2C=CC=CC=2)C2C=CC=CC=2)C=CC=CC=1.C1(P(C2C=CC=CC=2)C2C=CC=CC=2)C=CC=CC=1.C1(P(C2C=CC=CC=2)C2C=CC=CC=2)C=CC=CC=1. (4) The reactants are O=C1C2C(=CC=CC=2)C(=O)[N:3]1[CH2:12][CH2:13][O:14][CH2:15][CH2:16][O:17][CH2:18][CH2:19][O:20][CH2:21][CH2:22][N:23]1[CH2:28][CH2:27][N:26]([C:29]2[N:34]=[C:33]([O:35][CH3:36])[C:32]([S:37][C:38]3[N:43]=[C:42]([NH:44]C(=O)C)[CH:41]=[C:40]([NH:48]C(=O)C)[N:39]=3)=[C:31]([O:52][CH3:53])[N:30]=2)[CH2:25][CH2:24]1.O.NN.[OH-].[Na+]. The catalyst is CO. The product is [NH2:3][CH2:12][CH2:13][O:14][CH2:15][CH2:16][O:17][CH2:18][CH2:19][O:20][CH2:21][CH2:22][N:23]1[CH2:28][CH2:27][N:26]([C:29]2[N:30]=[C:31]([O:52][CH3:53])[C:32]([S:37][C:38]3[N:43]=[C:42]([NH2:44])[CH:41]=[C:40]([NH2:48])[N:39]=3)=[C:33]([O:35][CH3:36])[N:34]=2)[CH2:25][CH2:24]1. The yield is 0.930.